Dataset: Reaction yield outcomes from USPTO patents with 853,638 reactions. Task: Predict the reaction yield, written as a fraction of the theoretical maximum amount of product (1.0 means a 100% yield; for example, 0.34 means a 34% yield). (1) The product is [N+:23]([C:20]1[CH:19]=[CH:18][C:17]([O:16][C:14]2[CH:13]=[CH:12][N:11]=[C:10]([NH:9][C:8](=[O:26])[N:28]([CH3:27])[CH:29]3[CH2:34][CH2:33][N:32]([CH3:35])[CH2:31][CH2:30]3)[CH:15]=2)=[CH:22][CH:21]=1)([O-:25])=[O:24]. The yield is 0.715. The reactants are C1(O[C:8](=[O:26])[NH:9][C:10]2[CH:15]=[C:14]([O:16][C:17]3[CH:22]=[CH:21][C:20]([N+:23]([O-:25])=[O:24])=[CH:19][CH:18]=3)[CH:13]=[CH:12][N:11]=2)C=CC=CC=1.[CH3:27][NH:28][CH:29]1[CH2:34][CH2:33][N:32]([CH3:35])[CH2:31][CH2:30]1. The catalyst is CN(C)C=O. (2) The reactants are C[O:2][C:3]1[CH:8]=[CH:7][C:6]([CH2:9][CH2:10][CH2:11][C:12]2[N:13]=[C:14]([C:17]([OH:19])=[O:18])[NH:15][CH:16]=2)=[CH:5][CH:4]=1.B(Br)(Br)Br. The catalyst is ClCCl. The product is [OH:2][C:3]1[CH:8]=[CH:7][C:6]([CH2:9][CH2:10][CH2:11][C:12]2[N:13]=[C:14]([C:17]([OH:19])=[O:18])[NH:15][CH:16]=2)=[CH:5][CH:4]=1. The yield is 0.710. (3) The reactants are [Cl:1][C:2]1[CH:3]=[C:4]([C@@H:8]([C@@H:17]2[CH2:22][CH2:21][CH2:20][N:19]([C:23](=[O:36])[NH:24][CH2:25][C@@H:26]([NH:34][CH3:35])[CH2:27][C@H:28]3[CH2:33][CH2:32][CH2:31][O:30][CH2:29]3)[CH2:18]2)[O:9][CH2:10][CH2:11][NH:12][C:13](=[O:16])[O:14][CH3:15])[CH:5]=[CH:6][CH:7]=1.[C:37]([OH:42])(=[O:41])[C:38]([OH:40])=[O:39]. The catalyst is CC(C)=O. The product is [C:37]([OH:42])(=[O:41])[C:38]([OH:40])=[O:39].[Cl:1][C:2]1[CH:3]=[C:4]([C@@H:8]([C@@H:17]2[CH2:22][CH2:21][CH2:20][N:19]([C:23](=[O:36])[NH:24][CH2:25][C@@H:26]([NH:34][CH3:35])[CH2:27][C@H:28]3[CH2:33][CH2:32][CH2:31][O:30][CH2:29]3)[CH2:18]2)[O:9][CH2:10][CH2:11][NH:12][C:13](=[O:16])[O:14][CH3:15])[CH:5]=[CH:6][CH:7]=1. The yield is 0.520.